This data is from Full USPTO retrosynthesis dataset with 1.9M reactions from patents (1976-2016). The task is: Predict the reactants needed to synthesize the given product. (1) Given the product [CH:4]1[N:3]=[CH:2][N:1]([CH2:33][C:28]([P:12]([OH:15])([OH:14])=[O:13])([P:12]([OH:15])([OH:14])=[O:13])[OH:27])[CH:5]=1, predict the reactants needed to synthesize it. The reactants are: [N:1]1(C(CC(O)=O)=O)[CH:5]=[CH:4][N:3]=[CH:2]1.[P:12]([OH:15])([OH:14])[OH:13].P(Cl)(Cl)Cl.C.C1([O:27][C:28]2[CH:33]=CC=CC=2)C=CC=CC=1. (2) The reactants are: [NH3:1].S([O-])([O-])(=O)=O.[Mg+2].[CH2:8]([N:15]1[CH2:19][CH2:18][C:17]([C:27]2[CH:28]=[C:29]3[C:33](=[CH:34][CH:35]=2)[NH:32][CH:31]=[C:30]3[CH:36]=O)([CH2:20][C:21]2[CH:26]=[CH:25][CH:24]=[CH:23][CH:22]=2)[CH2:16]1)[C:9]1[CH:14]=[CH:13][CH:12]=[CH:11][CH:10]=1. Given the product [CH2:8]([N:15]1[CH2:19][CH2:18][C:17]([C:27]2[CH:28]=[C:29]3[C:33](=[CH:34][CH:35]=2)[NH:32][CH:31]=[C:30]3[C:36]#[N:1])([CH2:20][C:21]2[CH:26]=[CH:25][CH:24]=[CH:23][CH:22]=2)[CH2:16]1)[C:9]1[CH:14]=[CH:13][CH:12]=[CH:11][CH:10]=1, predict the reactants needed to synthesize it. (3) Given the product [CH:17]([C:14]1[CH:15]=[CH:16][C:11]([CH2:10][C:7]2[CH:6]=[CH:5][C:4]([CH:2]=[CH2:3])=[CH:9][CH:8]=2)=[CH:12][CH:13]=1)=[CH2:18], predict the reactants needed to synthesize it. The reactants are: O[CH:2]([C:4]1[CH:9]=[CH:8][C:7]([CH2:10][C:11]2[CH:16]=[CH:15][C:14]([CH:17](O)[CH3:18])=[CH:13][CH:12]=2)=[CH:6][CH:5]=1)[CH3:3].C(C1C=C(O)C(=CC=1)O)(C)(C)C.C1(C)C=CC(S(O)(=O)=O)=CC=1.CC1C=CC=CC=1C. (4) Given the product [ClH:31].[F:1][C:2]1[CH:7]=[N:6][C:5]([N:8]2[CH2:16][C@@H:15]3[C@@:10]([C:26]4[S:27][CH:28]=[CH:29][CH:30]=4)([N:11]=[C:12]([NH2:17])[S:13][CH2:14]3)[CH2:9]2)=[N:4][CH:3]=1, predict the reactants needed to synthesize it. The reactants are: [F:1][C:2]1[CH:3]=[N:4][C:5]([N:8]2[CH2:16][C@@H:15]3[C@@:10]([C:26]4[S:27][CH:28]=[CH:29][CH:30]=4)([N:11]=[C:12]([NH:17]C(=O)C4C=CC=CC=4)[S:13][CH2:14]3)[CH2:9]2)=[N:6][CH:7]=1.[ClH:31].CON.N1C=CC=CC=1.